Dataset: Full USPTO retrosynthesis dataset with 1.9M reactions from patents (1976-2016). Task: Predict the reactants needed to synthesize the given product. (1) The reactants are: [CH2:1]([O:8][C:9]1[CH:10]=[C:11]([CH2:19][OH:20])[CH:12]=[C:13]([C:15]([F:18])([F:17])[F:16])[CH:14]=1)[C:2]1[CH:7]=[CH:6][CH:5]=[CH:4][CH:3]=1.[Cr](Cl)(O)(=O)=O.N1C=CC=CC=1. Given the product [CH2:1]([O:8][C:9]1[CH:10]=[C:11]([CH:12]=[C:13]([C:15]([F:16])([F:17])[F:18])[CH:14]=1)[CH:19]=[O:20])[C:2]1[CH:3]=[CH:4][CH:5]=[CH:6][CH:7]=1, predict the reactants needed to synthesize it. (2) Given the product [Br:1][C:2]1[C:7]([CH2:8][Br:12])=[CH:6][C:5]([N+:9]([O-:11])=[O:10])=[CH:4][N:3]=1, predict the reactants needed to synthesize it. The reactants are: [Br:1][C:2]1[C:7]([CH3:8])=[CH:6][C:5]([N+:9]([O-:11])=[O:10])=[CH:4][N:3]=1.[Br:12]N1C(=O)CCC1=O.N(C1(C#N)CCCCC1)=NC1(C#N)CCCCC1. (3) The reactants are: [Mg].Br[C:3]1[CH:8]=[CH:7][C:6]([CH:9]2[O:13][CH2:12][CH2:11][O:10]2)=[CH:5][CH:4]=1.[CH3:14][C:15]1[CH:22]=[CH:21][CH:20]=[C:19]([CH3:23])[C:16]=1[CH:17]=[O:18].[Cl-].[NH4+]. Given the product [CH3:14][C:15]1[CH:22]=[CH:21][CH:20]=[C:19]([CH3:23])[C:16]=1[CH:17]([C:3]1[CH:8]=[CH:7][C:6]([CH:9]2[O:13][CH2:12][CH2:11][O:10]2)=[CH:5][CH:4]=1)[OH:18], predict the reactants needed to synthesize it. (4) Given the product [CH3:1][O:2][C:3]1[CH:4]=[C:5]2[C:10](=[CH:11][C:12]=1[O:13][CH3:14])[N:9]=[CH:8][CH:7]=[C:6]2[O:15][C:16]1[CH:22]=[CH:21][C:19]([NH:20][C:41](=[O:47])[O:42][CH2:43][CH2:54][CH2:53][O:52][C:51]2[CH:57]=[CH:58][CH:59]=[CH:60][C:50]=2[F:49])=[CH:18][CH:17]=1, predict the reactants needed to synthesize it. The reactants are: [CH3:1][O:2][C:3]1[CH:4]=[C:5]2[C:10](=[CH:11][C:12]=1[O:13][CH3:14])[N:9]=[CH:8][CH:7]=[C:6]2[O:15][C:16]1[CH:22]=[CH:21][C:19]([NH2:20])=[CH:18][CH:17]=1.C1(C)C=CC=CC=1.C(N(CC)CC)C.ClC(Cl)(O[C:41](=[O:47])[O:42][C:43](Cl)(Cl)Cl)Cl.[F:49][C:50]1[CH:60]=[CH:59][CH:58]=[CH:57][C:51]=1[O:52][CH2:53][CH2:54]CO. (5) Given the product [C@:19]12([CH3:31])[C:25]([CH3:26])([CH3:27])[CH:22]([CH2:23][CH2:24]1)[CH2:21][CH:20]2[C:28]([O:15][CH:10]([C:5]1[CH:6]=[C:7]([O:8][CH3:9])[C:2]([I:1])=[CH:3][C:4]=1[N+:16]([O-:18])=[O:17])[C:11]([CH3:14])([CH3:13])[CH3:12])=[O:29], predict the reactants needed to synthesize it. The reactants are: [I:1][C:2]1[C:7]([O:8][CH3:9])=[CH:6][C:5]([CH:10]([OH:15])[C:11]([CH3:14])([CH3:13])[CH3:12])=[C:4]([N+:16]([O-:18])=[O:17])[CH:3]=1.[C@:19]12([CH3:31])[C:25]([CH3:27])([CH3:26])[CH:22]([CH2:23][CH2:24]1)[CH2:21][CH:20]2[C:28](Cl)=[O:29]. (6) Given the product [C:6]1([C:2]2([CH2:3][C:4]#[N:5])[O:14][CH2:13][CH2:12][O:1]2)[CH:11]=[CH:10][CH:9]=[CH:8][CH:7]=1, predict the reactants needed to synthesize it. The reactants are: [O:1]=[C:2]([C:6]1[CH:11]=[CH:10][CH:9]=[CH:8][CH:7]=1)[CH2:3][C:4]#[N:5].[CH2:12](O)[CH2:13][OH:14]. (7) Given the product [C:1]1([CH:7]([C:11]2[CH:16]=[CH:15][CH:14]=[CH:13][CH:12]=2)[C:8]([NH:17][CH2:18][CH2:19][CH2:20][N:21]2[CH2:26][CH2:25][CH:24]([C:27]3[CH:28]=[C:29]([NH:34][C:35](=[O:39])[CH:36]([CH3:37])[CH3:38])[CH:30]=[CH:31][C:32]=3[CH3:33])[CH2:23][CH2:22]2)=[O:9])[CH:6]=[CH:5][CH:4]=[CH:3][CH:2]=1, predict the reactants needed to synthesize it. The reactants are: [C:1]1([CH:7]([C:11]2[CH:16]=[CH:15][CH:14]=[CH:13][CH:12]=2)[C:8](Cl)=[O:9])[CH:6]=[CH:5][CH:4]=[CH:3][CH:2]=1.[NH2:17][CH2:18][CH2:19][CH2:20][N:21]1[CH2:26][CH2:25][CH:24]([C:27]2[CH:28]=[C:29]([NH:34][C:35](=[O:39])[CH:36]([CH3:38])[CH3:37])[CH:30]=[CH:31][C:32]=2[CH3:33])[CH2:23][CH2:22]1.